This data is from Peptide-MHC class I binding affinity with 185,985 pairs from IEDB/IMGT. The task is: Regression. Given a peptide amino acid sequence and an MHC pseudo amino acid sequence, predict their binding affinity value. This is MHC class I binding data. (1) The peptide sequence is RFGLAESLL. The MHC is Mamu-B8701 with pseudo-sequence Mamu-B8701. The binding affinity (normalized) is 0.231. (2) The peptide sequence is VPGPHRTIH. The MHC is HLA-A02:01 with pseudo-sequence HLA-A02:01. The binding affinity (normalized) is 0. (3) The peptide sequence is SLVENNFFT. The MHC is HLA-B35:01 with pseudo-sequence HLA-B35:01. The binding affinity (normalized) is 0. (4) The peptide sequence is LYNTVATLY. The MHC is HLA-B39:01 with pseudo-sequence HLA-B39:01. The binding affinity (normalized) is 0.0847. (5) The peptide sequence is VAASSLLYK. The MHC is HLA-A68:02 with pseudo-sequence HLA-A68:02. The binding affinity (normalized) is 0. (6) The peptide sequence is PEHCSPHHTA. The MHC is Patr-B2401 with pseudo-sequence Patr-B2401. The binding affinity (normalized) is 0.